Dataset: Catalyst prediction with 721,799 reactions and 888 catalyst types from USPTO. Task: Predict which catalyst facilitates the given reaction. (1) Reactant: [CH3:1][C:2]1[CH:3]=[C:4]([CH:8]=[CH:9][C:10]=1[C:11]([N:13]1[CH2:17][CH2:16][CH2:15][CH2:14]1)=[O:12])[C:5]([OH:7])=O.CN(C(ON1N=NC2C=CC=CC1=2)=[N+](C)C)C.[B-](F)(F)(F)F.C(N(C(C)C)CC)(C)C.[NH2:49][C:50]1[C:55]2[NH:56][C:57]([C@@H:59]([NH2:61])[CH3:60])=[N:58][C:54]=2[CH:53]=[C:52]([Cl:62])[CH:51]=1.ClCCl.C(O)C.N.ClCl. Product: [NH2:49][C:50]1[C:55]2[NH:56][C:57]([C@@H:59]([NH:61][C:5](=[O:7])[C:4]3[CH:8]=[CH:9][C:10]([C:11]([N:13]4[CH2:17][CH2:16][CH2:15][CH2:14]4)=[O:12])=[C:2]([CH3:1])[CH:3]=3)[CH3:60])=[N:58][C:54]=2[CH:53]=[C:52]([Cl:62])[CH:51]=1. The catalyst class is: 9. (2) Reactant: [C:1]([C:3]1[CH:4]=[C:5]([C:13]2[O:17][N:16]=[C:15]([C:18]3[CH:27]=[CH:26][CH:25]=[C:24]4[C:19]=3[CH2:20][CH2:21][CH2:22][C@H:23]4[NH:28][S:29]([CH2:32][C:33](OC)=[O:34])(=[O:31])=[O:30])[N:14]=2)[CH:6]=[CH:7][C:8]=1[O:9][CH:10]([CH3:12])[CH3:11])#[N:2].[BH4-].[Na+].CO. Product: [C:1]([C:3]1[CH:4]=[C:5]([C:13]2[O:17][N:16]=[C:15]([C:18]3[CH:27]=[CH:26][CH:25]=[C:24]4[C:19]=3[CH2:20][CH2:21][CH2:22][C@H:23]4[NH:28][S:29]([CH2:32][CH2:33][OH:34])(=[O:30])=[O:31])[N:14]=2)[CH:6]=[CH:7][C:8]=1[O:9][CH:10]([CH3:12])[CH3:11])#[N:2]. The catalyst class is: 1. (3) Reactant: [NH2:1][CH2:2][C:3]1([C:9]([O:11][CH2:12][CH3:13])=[O:10])[CH2:8][CH2:7][O:6][CH2:5][CH2:4]1.[CH3:14][C:15]([O:18][C:19](O[C:19]([O:18][C:15]([CH3:17])([CH3:16])[CH3:14])=[O:20])=[O:20])([CH3:17])[CH3:16].O. Product: [C:15]([O:18][C:19]([NH:1][CH2:2][C:3]1([C:9]([O:11][CH2:12][CH3:13])=[O:10])[CH2:8][CH2:7][O:6][CH2:5][CH2:4]1)=[O:20])([CH3:17])([CH3:16])[CH3:14]. The catalyst class is: 4. (4) Reactant: [CH3:1][C:2]1[CH:3]=[CH:4][C:5]([S:9][C:10]2[CH:11]=[CH:12][CH:13]=[CH:14][C:15]=2[N:16]2[CH2:21][CH2:20][NH:19][CH2:18][CH2:17]2)=[C:6]([CH3:8])[CH:7]=1.[Cl:22][C:23]1[CH:28]=[CH:27][C:26]([S:29]([OH:32])(=[O:31])=[O:30])=[CH:25][CH:24]=1. Product: [CH3:1][C:2]1[CH:3]=[CH:4][C:5]([S:9][C:10]2[CH:11]=[CH:12][CH:13]=[CH:14][C:15]=2[N:16]2[CH2:17][CH2:18][NH:19][CH2:20][CH2:21]2)=[C:6]([CH3:8])[CH:7]=1.[Cl:22][C:23]1[CH:24]=[CH:25][C:26]([S:29]([O-:32])(=[O:30])=[O:31])=[CH:27][CH:28]=1. The catalyst class is: 5. (5) Reactant: C(OC(=O)[NH:7][C@H:8]1[CH2:13][CH2:12][C@H:11]([CH2:14][N:15]2[CH2:19][CH2:18][CH2:17][CH2:16]2)[CH2:10][CH2:9]1)(C)(C)C.[ClH:21].O. Product: [ClH:21].[ClH:21].[N:15]1([CH2:14][C@H:11]2[CH2:10][CH2:9][C@H:8]([NH2:7])[CH2:13][CH2:12]2)[CH2:19][CH2:18][CH2:17][CH2:16]1. The catalyst class is: 1.